This data is from CYP2D6 inhibition data for predicting drug metabolism from PubChem BioAssay. The task is: Regression/Classification. Given a drug SMILES string, predict its absorption, distribution, metabolism, or excretion properties. Task type varies by dataset: regression for continuous measurements (e.g., permeability, clearance, half-life) or binary classification for categorical outcomes (e.g., BBB penetration, CYP inhibition). Dataset: cyp2d6_veith. (1) The drug is COC(Cc1nnc(SC)n1-c1ccc(Cl)cc1)OC. The result is 0 (non-inhibitor). (2) The drug is O=C(Nc1cccc(Cl)c1N1CCCC1)c1cccc(-c2cc3ccccc3oc2=O)c1. The result is 0 (non-inhibitor). (3) The result is 0 (non-inhibitor). The drug is Brc1ccc(/C=C/C=N/Nc2nc3ccccc3s2)cc1. (4) The molecule is CCOC(=O)CSc1n[nH]c(NC(=O)c2cccc(C)c2)n1. The result is 0 (non-inhibitor). (5) The drug is CCn1cc(C(=O)[O-])c(=O)c2ccc(C)nc21.O.[Na+]. The result is 0 (non-inhibitor). (6) The drug is Nc1nnc(C(c2ccccc2)c2ccccc2)s1. The result is 0 (non-inhibitor). (7) The drug is CN1CCN(c2ncnc3ccc(-c4ccoc4)cc23)CC1. The result is 1 (inhibitor).